Dataset: Reaction yield outcomes from USPTO patents with 853,638 reactions. Task: Predict the reaction yield, written as a fraction of the theoretical maximum amount of product (1.0 means a 100% yield; for example, 0.34 means a 34% yield). The reactants are C([O:5][C:6](=[O:18])[CH:7]=[CH:8][C:9]1[CH:14]=[CH:13][C:12]([CH:15]=[O:16])=[C:11]([F:17])[CH:10]=1)(C)(C)C. The catalyst is C(Cl)Cl.FC(F)(F)C(O)=O. The product is [F:17][C:11]1[CH:10]=[C:9]([CH:8]=[CH:7][C:6]([OH:18])=[O:5])[CH:14]=[CH:13][C:12]=1[CH:15]=[O:16]. The yield is 1.00.